From a dataset of Full USPTO retrosynthesis dataset with 1.9M reactions from patents (1976-2016). Predict the reactants needed to synthesize the given product. (1) The reactants are: FC(F)(F)S(O[C:7]1[C:16]([CH3:17])=[CH:15][CH:14]=[CH:13][C:8]=1[C:9]([O:11][CH3:12])=[O:10])(=O)=O.C(=O)([O-])[O-].[K+].[K+].O1CCCC1.[F:31][C:32]([F:43])([F:42])[C:33]1[CH:38]=[CH:37][C:36](B(O)O)=[CH:35][CH:34]=1. Given the product [CH3:17][C:16]1[CH:15]=[CH:14][CH:13]=[C:8]([C:9]([O:11][CH3:12])=[O:10])[C:7]=1[C:36]1[CH:37]=[CH:38][C:33]([C:32]([F:43])([F:42])[F:31])=[CH:34][CH:35]=1, predict the reactants needed to synthesize it. (2) Given the product [Cl:11][C:9]1[CH:8]=[CH:7][C:3]2[C:4](=[O:6])[O:5][C:24]([CH2:25][CH:26]([CH3:28])[CH3:27])=[N:1][C:2]=2[CH:10]=1, predict the reactants needed to synthesize it. The reactants are: [NH2:1][C:2]1[CH:10]=[C:9]([Cl:11])[CH:8]=[CH:7][C:3]=1[C:4]([OH:6])=[O:5].C(=O)(O)[O-].[Na+].[O-]S([O-])(=O)=O.[Na+].[Na+].[C:24](Cl)(=O)[CH2:25][CH:26]([CH3:28])[CH3:27].C(=O)=O. (3) Given the product [F:23][C:24]1[CH:29]=[C:28]([CH:27]=[CH:26][CH:25]=1)[O:1][CH2:2][C:3]1[CH:12]=[CH:11][C:10]2[C:9](=[O:13])[N:8]([CH2:14][C:15]3[CH:16]=[CH:17][C:18]([O:21][CH3:22])=[CH:19][CH:20]=3)[CH2:7][CH2:6][C:5]=2[N:4]=1, predict the reactants needed to synthesize it. The reactants are: [OH:1][CH2:2][C:3]1[CH:12]=[CH:11][C:10]2[C:9](=[O:13])[N:8]([CH2:14][C:15]3[CH:20]=[CH:19][C:18]([O:21][CH3:22])=[CH:17][CH:16]=3)[CH2:7][CH2:6][C:5]=2[N:4]=1.[F:23][C:24]1[CH:25]=[C:26](O)[CH:27]=[CH:28][CH:29]=1.C1C=CC(P(C2C=CC=CC=2)C2C=CC=CC=2)=CC=1.CC(OC(/N=N/C(OC(C)C)=O)=O)C. (4) Given the product [CH2:17]([O:24][CH2:25][CH2:26][CH2:27][C:28]1[CH:33]=[C:32]([C:2]2[CH:7]=[C:6]([C:8]([F:11])([F:10])[F:9])[CH:5]=[C:4]([S:12](=[O:14])(=[O:13])[NH:15][CH3:16])[CH:3]=2)[N:31]=[C:30]([C:38]#[N:39])[N:29]=1)[C:18]1[CH:23]=[CH:22][CH:21]=[CH:20][CH:19]=1, predict the reactants needed to synthesize it. The reactants are: Br[C:2]1[CH:3]=[C:4]([S:12]([NH:15][CH3:16])(=[O:14])=[O:13])[CH:5]=[C:6]([C:8]([F:11])([F:10])[F:9])[CH:7]=1.[CH2:17]([O:24][CH2:25][CH2:26][CH2:27][C:28]1[CH:33]=[C:32]([Sn](C)(C)C)[N:31]=[C:30]([C:38]#[N:39])[N:29]=1)[C:18]1[CH:23]=[CH:22][CH:21]=[CH:20][CH:19]=1. (5) Given the product [CH3:11][C:1]1[CH:6]=[CH:5][C:4]([S:7]([O:22][CH2:21][CH2:20][O:19][CH2:18][CH2:17][O:16][CH2:15][CH2:14][O:13][CH3:12])(=[O:9])=[O:8])=[CH:3][CH:2]=1, predict the reactants needed to synthesize it. The reactants are: [C:1]1([CH3:11])[CH:6]=[CH:5][C:4]([S:7](Cl)(=[O:9])=[O:8])=[CH:3][CH:2]=1.[CH3:12][O:13][CH2:14][CH2:15][O:16][CH2:17][CH2:18][O:19][CH2:20][CH2:21][OH:22].O.C(OCC)(=O)C. (6) Given the product [CH2:1]([O:3][C:4]([C:6]1[N:7]([CH2:24][CH3:25])[C:8]([C:12]2[C:21]3[C:16](=[CH:17][CH:18]=[CH:19][CH:20]=3)[CH:15]=[CH:14][CH:13]=2)=[N:9][C:10]=1[CH3:11])=[O:5])[CH3:2].[CH2:1]([O:3][C:4]([C:6]1[N:7]=[C:8]([C:12]2[C:21]3[C:16](=[CH:17][CH:18]=[CH:19][CH:20]=3)[CH:15]=[CH:14][CH:13]=2)[N:9]([CH2:24][CH3:25])[C:10]=1[CH3:11])=[O:5])[CH3:2], predict the reactants needed to synthesize it. The reactants are: [CH2:1]([O:3][C:4]([C:6]1[NH:7][C:8]([C:12]2[C:21]3[C:16](=[CH:17][CH:18]=[CH:19][CH:20]=3)[CH:15]=[CH:14][CH:13]=2)=[N:9][C:10]=1[CH3:11])=[O:5])[CH3:2].[H-].[Na+].[CH2:24](I)[CH3:25].O. (7) Given the product [C:1]([O:5][C:6]([N:8]1[CH2:13][C:12]([C:24]2[CH:25]=[CH:26][CH:27]=[CH:28][C:23]=2[F:22])=[CH:11][CH2:10][CH2:9]1)=[O:7])([CH3:2])([CH3:3])[CH3:4], predict the reactants needed to synthesize it. The reactants are: [C:1]([O:5][C:6]([N:8]1[CH2:13][C:12](OS(C(F)(F)F)(=O)=O)=[CH:11][CH2:10][CH2:9]1)=[O:7])([CH3:4])([CH3:3])[CH3:2].[F:22][C:23]1[CH:28]=[CH:27][CH:26]=[CH:25][C:24]=1B(O)O.